This data is from Forward reaction prediction with 1.9M reactions from USPTO patents (1976-2016). The task is: Predict the product of the given reaction. (1) Given the reactants Br[C:2]1[CH:9]=[CH:8][C:5]([CH:6]=[O:7])=[C:4]([F:10])[CH:3]=1.[CH3:11][O:12][C:13]1[CH:18]=[CH:17][C:16](B(O)O)=[CH:15][CH:14]=1, predict the reaction product. The product is: [F:10][C:4]1[CH:3]=[C:2]([C:16]2[CH:17]=[CH:18][C:13]([O:12][CH3:11])=[CH:14][CH:15]=2)[CH:9]=[CH:8][C:5]=1[CH:6]=[O:7]. (2) Given the reactants [NH2:1][C:2]1[N:3]=[C:4]2[CH:9]=[CH:8][C:7]([O:10][C:11]3[CH:12]=[C:13]([NH:17][C:18](=[O:29])[C:19]4[CH:24]=[CH:23][CH:22]=[C:21]([C:25]([F:28])([F:27])[F:26])[CH:20]=4)[CH:14]=[CH:15][CH:16]=3)=[N:6][N:5]2[CH:30]=1.CC1(C)C2C=CC=C(P(C3C=CC=CC=3)C3C=CC=CC=3)C=2OC2C1=CC=CC=2P(C1C=CC=CC=1)C1C=CC=CC=1.CC(C)([O-])C.[Na+].Br[C:80]1[S:81][CH:82]=[CH:83][N:84]=1, predict the reaction product. The product is: [S:81]1[CH:82]=[CH:83][N:84]=[C:80]1[NH:1][C:2]1[N:3]=[C:4]2[CH:9]=[CH:8][C:7]([O:10][C:11]3[CH:12]=[C:13]([NH:17][C:18](=[O:29])[C:19]4[CH:24]=[CH:23][CH:22]=[C:21]([C:25]([F:28])([F:27])[F:26])[CH:20]=4)[CH:14]=[CH:15][CH:16]=3)=[N:6][N:5]2[CH:30]=1.